Dataset: Forward reaction prediction with 1.9M reactions from USPTO patents (1976-2016). Task: Predict the product of the given reaction. (1) Given the reactants [CH3:1][O:2][C:3]1[CH:9]=[CH:8][CH:7]=[C:6]([N+:10]([O-])=O)[C:4]=1[NH2:5].COC1C=CC=[C:17]([NH2:21])C=1N.[H][H].N#CBr, predict the reaction product. The product is: [CH3:1][O:2][C:3]1[C:4]2[N:5]=[C:17]([NH2:21])[NH:10][C:6]=2[CH:7]=[CH:8][CH:9]=1. (2) Given the reactants [NH2:1][C:2]1[N:7]=[C:6]([NH:8][C:9]2[CH:27]=[CH:26][C:12]([CH2:13][O:14][C:15](=[O:25])[CH2:16][NH:17]C(OC(C)(C)C)=O)=[CH:11][CH:10]=2)[CH:5]=[C:4]([C:28]2[CH:33]=[C:32]([Cl:34])[CH:31]=[CH:30][C:29]=2[O:35][CH2:36][CH3:37])[N:3]=1.Cl, predict the reaction product. The product is: [NH2:1][C:2]1[N:7]=[C:6]([NH:8][C:9]2[CH:10]=[CH:11][C:12]([CH2:13][O:14][C:15](=[O:25])[CH2:16][NH2:17])=[CH:26][CH:27]=2)[CH:5]=[C:4]([C:28]2[CH:33]=[C:32]([Cl:34])[CH:31]=[CH:30][C:29]=2[O:35][CH2:36][CH3:37])[N:3]=1. (3) The product is: [C:30]([C:29]1[CH:28]=[N:27][N:26]2[CH:33]=[C:34]([C:36]([NH:48][NH2:49])=[O:38])[CH:35]=[C:25]2[C:24]=1[NH:23][C@@H:20]1[CH2:21][CH2:22][N:17]([C:15]([O:14][C:10]([CH3:13])([CH3:11])[CH3:12])=[O:16])[CH2:18][C:19]1([CH3:39])[CH3:40])(=[O:32])[NH2:31]. Given the reactants CCN(C(C)C)C(C)C.[C:10]([O:14][C:15]([N:17]1[CH2:22][CH2:21][C@@H:20]([NH:23][C:24]2[C:25]3[N:26]([CH:33]=[C:34]([C:36]([OH:38])=O)[CH:35]=3)[N:27]=[CH:28][C:29]=2[C:30](=[O:32])[NH2:31])[C:19]([CH3:40])([CH3:39])[CH2:18]1)=[O:16])([CH3:13])([CH3:12])[CH3:11].F[P-](F)(F)(F)(F)F.[N:48]1(O[P+](N(C)C)(N(C)C)N(C)C)C2C=CC=CC=2N=[N:49]1.NN, predict the reaction product. (4) The product is: [OH:10][CH:9]1[O:11][C@H:13]2[CH2:14][C:3]([CH:4]=[O:5])=[CH:2][C@H:12]2[CH2:8]1. Given the reactants C(=O)[CH2:2][CH2:3][CH:4]=[O:5].N1[CH2:14][CH2:13][CH2:12][C@H:8]1[C:9]([OH:11])=[O:10].COC(C)(C)C, predict the reaction product. (5) Given the reactants Cl.[C:2]([CH2:4][C:5](=[NH:9])OCC)#[N:3].[CH:10]([NH:13][CH2:14][CH2:15]N)([CH3:12])[CH3:11].C([O-])(O)=O.[Na+], predict the reaction product. The product is: [CH:10]([N:13]1[CH2:14][CH2:15][N:9]=[C:5]1[CH2:4][C:2]#[N:3])([CH3:12])[CH3:11]. (6) Given the reactants [NH2:1][C:2]1[S:3][C:4]2[C:9]([N:10]=1)=[CH:8][CH:7]=[C:6]([N:11]([CH3:25])[C:12]1[CH:13]=[C:14]([NH:18][C:19](=[O:24])[C:20]([F:23])([F:22])[F:21])[CH:15]=[CH:16][CH:17]=1)[N:5]=2.[CH:26]1([C:29](Cl)=[O:30])[CH2:28][CH2:27]1, predict the reaction product. The product is: [CH3:25][N:11]([C:12]1[CH:17]=[CH:16][CH:15]=[C:14]([NH:18][C:19](=[O:24])[C:20]([F:23])([F:22])[F:21])[CH:13]=1)[C:6]1[N:5]=[C:4]2[S:3][C:2]([NH:1][C:29]([CH:26]3[CH2:28][CH2:27]3)=[O:30])=[N:10][C:9]2=[CH:8][CH:7]=1. (7) Given the reactants Cl[C:2]1[CH:3]=[C:4]([C:9]2[N:13]3[C:14]4[N:22]=[C:21]([O:23][CH3:24])[CH:20]=[CH:19][C:15]=4[N:16]=[C:17]([CH3:18])[C:12]3=[C:11]([CH3:25])[N:10]=2)[CH:5]=[C:6](Cl)[CH:7]=1.[CH3:26][O:27]C1C=CC(B(O)O)=CC=1.C([O-])([O-])=O.[K+].[K+], predict the reaction product. The product is: [CH3:24][O:23][C:21]1[CH:20]=[CH:19][C:15]2[N:16]=[C:17]([CH3:18])[C:12]3[N:13]([C:9]([C:4]4[CH:5]=[CH:6][C:7]([O:27][CH3:26])=[CH:2][CH:3]=4)=[N:10][C:11]=3[CH3:25])[C:14]=2[N:22]=1. (8) Given the reactants [NH:1]1[CH2:5][CH2:4][CH2:3][NH:2]1.C[O:7][C:8](=O)[CH:9]([C:20]1[CH:25]=[CH:24][C:23]([F:26])=[CH:22][CH:21]=1)[C:10]([C:12]1[CH:17]=[CH:16][N:15]=[C:14]([S:18][CH3:19])[N:13]=1)=O, predict the reaction product. The product is: [F:26][C:23]1[CH:24]=[CH:25][C:20]([C:9]2[C:8](=[O:7])[N:2]3[CH2:3][CH2:4][CH2:5][N:1]3[C:10]=2[C:12]2[CH:17]=[CH:16][N:15]=[C:14]([S:18][CH3:19])[N:13]=2)=[CH:21][CH:22]=1.